Dataset: Catalyst prediction with 721,799 reactions and 888 catalyst types from USPTO. Task: Predict which catalyst facilitates the given reaction. (1) Reactant: CCN(C(C)C)C(C)C.Cl.[S:11]([N:21]1[C:25]2=[N:26][CH:27]=[C:28]([CH2:30][NH2:31])[N:29]=[C:24]2[CH:23]=[CH:22]1)([C:14]1[CH:20]=[CH:19][C:17]([CH3:18])=[CH:16][CH:15]=1)(=[O:13])=[O:12].[C:32]([N:39]1[CH2:44][CH2:43][CH2:42][C@@H:41]([C:45](O)=[O:46])[CH2:40]1)([O:34][C:35]([CH3:38])([CH3:37])[CH3:36])=[O:33].CN(C(ON1N=NC2C=CC=NC1=2)=[N+](C)C)C.F[P-](F)(F)(F)(F)F. Product: [S:11]([N:21]1[C:25]2=[N:26][CH:27]=[C:28]([CH2:30][NH:31][C:45]([C@@H:41]3[CH2:42][CH2:43][CH2:44][N:39]([C:32]([O:34][C:35]([CH3:38])([CH3:37])[CH3:36])=[O:33])[CH2:40]3)=[O:46])[N:29]=[C:24]2[CH:23]=[CH:22]1)([C:14]1[CH:15]=[CH:16][C:17]([CH3:18])=[CH:19][CH:20]=1)(=[O:12])=[O:13]. The catalyst class is: 34. (2) Reactant: [Cl:1][C:2]1[CH:7]=[CH:6][C:5]([O:8][C:9]2[CH:14]=[CH:13][C:12]([CH:15]=[CH2:16])=[CH:11][CH:10]=2)=[CH:4][C:3]=1[C:17]([F:20])([F:19])[F:18].B1C2CCCC1CCC2.[OH-].[Na+].OO.[O-:34]S([O-])=O.[Na+].[Na+]. Product: [Cl:1][C:2]1[CH:7]=[CH:6][C:5]([O:8][C:9]2[CH:10]=[CH:11][C:12]([CH2:15][CH2:16][OH:34])=[CH:13][CH:14]=2)=[CH:4][C:3]=1[C:17]([F:18])([F:19])[F:20]. The catalyst class is: 1. (3) Reactant: [CH3:1][O:2][C:3]1[CH:8]=[CH:7][C:6]([C:9]2[S:13][C:12]3[CH:14]=[C:15]([O:18][CH3:19])[CH:16]=[CH:17][C:11]=3[CH:10]=2)=[CH:5][CH:4]=1.[CH3:20][O:21][C:22]1[CH:23]=[C:24]([CH:28]=[C:29]([O:31][CH3:32])[CH:30]=1)[C:25](Cl)=[O:26].[Al+3].[Cl-].[Cl-].[Cl-].O. Product: [CH3:32][O:31][C:29]1[CH:28]=[C:24]([CH:23]=[C:22]([O:21][CH3:20])[CH:30]=1)[C:25]([C:10]1[C:11]2[CH:17]=[CH:16][C:15]([O:18][CH3:19])=[CH:14][C:12]=2[S:13][C:9]=1[C:6]1[CH:7]=[CH:8][C:3]([O:2][CH3:1])=[CH:4][CH:5]=1)=[O:26]. The catalyst class is: 91. (4) Reactant: Cl[C:2]1[N:3]=[N:4][C:5]([C:22]2[CH:27]=[C:26]([CH3:28])[CH:25]=[C:24]([CH3:29])[CH:23]=2)=[CH:6][C:7]=1[C:8]([NH:10][CH2:11][C:12]1[CH:17]=[CH:16][C:15]([O:18][CH3:19])=[C:14]([O:20][CH3:21])[CH:13]=1)=[O:9].COC1C=CC=C(OC)C=1C1C=CC=CC=1P(C1CCCCC1)C1CCCCC1.[CH3:59][N:60]1[CH:64]=[C:63](B2OC(C)(C)C(C)(C)O2)[CH:62]=[N:61]1.[O-]P([O-])([O-])=O.[K+].[K+].[K+]. Product: [CH3:21][O:20][C:14]1[CH:13]=[C:12]([CH:17]=[CH:16][C:15]=1[O:18][CH3:19])[CH2:11][NH:10][C:8]([C:7]1[CH:6]=[C:5]([C:22]2[CH:27]=[C:26]([CH3:28])[CH:25]=[C:24]([CH3:29])[CH:23]=2)[N:4]=[N:3][C:2]=1[C:63]1[CH:62]=[N:61][N:60]([CH3:59])[CH:64]=1)=[O:9]. The catalyst class is: 533. (5) Reactant: [Br:1][C:2]1[CH:12]=[C:11]([O:13][C@@H:14]([C@H:16]2[CH2:20][N:19]([C@@H](C3C=CC=CC=3)C)[C:18](=[O:29])[CH2:17]2)[CH3:15])[C:5]2[N:6]([CH3:10])[C:7]([CH3:9])=[N:8][C:4]=2[CH:3]=1. Product: [Br:1][C:2]1[CH:12]=[C:11]([O:13][C@@H:14]([C@H:16]2[CH2:20][NH:19][C:18](=[O:29])[CH2:17]2)[CH3:15])[C:5]2[N:6]([CH3:10])[C:7]([CH3:9])=[N:8][C:4]=2[CH:3]=1. The catalyst class is: 67. (6) Reactant: [NH2:1][C:2]1[CH:7]=[CH:6][C:5]([CH2:8][CH2:9][C:10]2[N:11]=[C:12]([NH:26][C:27](=[O:29])[CH3:28])[S:13][C:14]=2[CH2:15][C:16]2[CH:21]=[CH:20][C:19]([S:22]([CH3:25])(=[O:24])=[O:23])=[CH:18][CH:17]=2)=[CH:4][CH:3]=1.I.[C:31](SC)(=[NH:33])[CH3:32]. Product: [C:31]([NH:1][C:2]1[CH:3]=[CH:4][C:5]([CH2:8][CH2:9][C:10]2[N:11]=[C:12]([NH:26][C:27](=[O:29])[CH3:28])[S:13][C:14]=2[CH2:15][C:16]2[CH:21]=[CH:20][C:19]([S:22]([CH3:25])(=[O:24])=[O:23])=[CH:18][CH:17]=2)=[CH:6][CH:7]=1)(=[NH:33])[CH3:32]. The catalyst class is: 5. (7) Reactant: [NH2:1][C:2](=[O:29])[C@@H:3]([NH:12][C:13]([C:15]1([NH:21][C:22](=[O:28])[O:23][C:24]([CH3:27])([CH3:26])[CH3:25])[CH2:20][CH2:19][O:18][CH2:17][CH2:16]1)=[O:14])[CH2:4][C:5]1[CH:10]=[CH:9][C:8](I)=[CH:7][CH:6]=1.[CH3:30][S:31]([O:34][C:35]1[CH:36]=[C:37](B(O)O)[CH:38]=[CH:39][CH:40]=1)(=[O:33])=[O:32].C(=O)([O-])[O-].[K+].[K+]. Product: [CH3:30][S:31]([O:34][C:35]1[CH:36]=[C:37]([C:8]2[CH:9]=[CH:10][C:5]([CH2:4][C@H:3]([NH:12][C:13]([C:15]3([NH:21][C:22]([O:23][C:24]([CH3:27])([CH3:26])[CH3:25])=[O:28])[CH2:20][CH2:19][O:18][CH2:17][CH2:16]3)=[O:14])[C:2]([NH2:1])=[O:29])=[CH:6][CH:7]=2)[CH:38]=[CH:39][CH:40]=1)(=[O:33])=[O:32]. The catalyst class is: 47.